This data is from Catalyst prediction with 721,799 reactions and 888 catalyst types from USPTO. The task is: Predict which catalyst facilitates the given reaction. (1) Reactant: [C:1]([C:4]1[CH:9]=[CH:8][C:7]([C@H:10]2[CH2:27][C@@:25]3([CH3:26])[C@@H:21]([CH2:22][CH2:23][C@@:24]3([OH:33])[C:28]([F:32])([F:31])[CH:29]=[CH2:30])[C@H:20]3[C:11]2=[C:12]2[C:17]([CH2:18][CH2:19]3)=[CH:16][C:15](=[O:34])[CH2:14][CH2:13]2)=[CH:6][CH:5]=1)(=[O:3])[CH3:2].[H][H]. Product: [C:1]([C:4]1[CH:5]=[CH:6][C:7]([C@H:10]2[CH2:27][C@@:25]3([CH3:26])[C@@H:21]([CH2:22][CH2:23][C@@:24]3([OH:33])[C:28]([F:32])([F:31])[CH2:29][CH3:30])[C@H:20]3[C:11]2=[C:12]2[C:17]([CH2:18][CH2:19]3)=[CH:16][C:15](=[O:34])[CH2:14][CH2:13]2)=[CH:8][CH:9]=1)(=[O:3])[CH3:2]. The catalyst class is: 29. (2) Reactant: [NH2:1][CH:2]([C:13]([OH:15])=O)[CH2:3][C:4]1[C:12]2[C:7](=[CH:8][CH:9]=[CH:10][CH:11]=2)[NH:6][CH:5]=1.[Cl:16][C:17]1[CH:22]=[CH:21][C:20]([N:23]=[C:24]=[O:25])=[CH:19][CH:18]=1.[CH3:26][N:27]1[CH2:31][CH2:30][N:29]=[C:28]1[C:32]1[CH:37]=[CH:36][C:35]([NH2:38])=[CH:34][CH:33]=1.C(Cl)CCl. Product: [CH3:26][N:27]1[CH2:31][CH2:30][N:29]=[C:28]1[C:32]1[CH:37]=[CH:36][C:35]([NH:38][C:13](=[O:15])[CH:2]([CH2:3][C:4]2[C:12]3[C:7](=[CH:8][CH:9]=[CH:10][CH:11]=3)[NH:6][CH:5]=2)[NH:1][C:24]([NH:23][C:20]2[CH:21]=[CH:22][C:17]([Cl:16])=[CH:18][CH:19]=2)=[O:25])=[CH:34][CH:33]=1. The catalyst class is: 18. (3) The catalyst class is: 1. Reactant: [Cl:1][CH2:2][C:3](Cl)=[O:4].[NH2:6][C@H:7]([CH2:10][C:11]1[CH:16]=[CH:15][CH:14]=[C:13]([I:17])[CH:12]=1)[CH2:8][OH:9].CCN(CC)CC. Product: [Cl:1][CH2:2][C:3]([NH:6][C@@H:7]([CH2:8][OH:9])[CH2:10][C:11]1[CH:16]=[CH:15][CH:14]=[C:13]([I:17])[CH:12]=1)=[O:4]. (4) Reactant: [F:1][C:2]1[CH:7]=[C:6]([F:8])[CH:5]=[CH:4][C:3]=1[CH:9]([S:13]([C:16]1[CH:22]=[CH:21][C:19]([CH3:20])=[CH:18][CH:17]=1)(=[O:15])=[O:14])[NH:10][CH:11]=O.P(Cl)(Cl)(Cl)=O. Product: [F:1][C:2]1[CH:7]=[C:6]([F:8])[CH:5]=[CH:4][C:3]=1[CH:9]([N+:10]#[C-:11])[S:13]([C:16]1[CH:22]=[CH:21][C:19]([CH3:20])=[CH:18][CH:17]=1)(=[O:14])=[O:15]. The catalyst class is: 57.